Task: Predict the reaction yield, written as a fraction of the theoretical maximum amount of product (1.0 means a 100% yield; for example, 0.34 means a 34% yield).. Dataset: Reaction yield outcomes from USPTO patents with 853,638 reactions (1) The reactants are O[Li].O.[C:4]12([C:14]3[CH:15]=[C:16]([C:22]4[CH:33]=[CH:32][C:25](/[CH:26]=[CH:27]/[C:28]([O:30]C)=[O:29])=[CH:24][CH:23]=4)[CH:17]=[CH:18][C:19]=3[O:20][CH3:21])[CH2:13][CH:8]3[CH2:9][CH:10]([CH2:12][CH:6]([CH2:7]3)[CH2:5]1)[CH2:11]2. The catalyst is C1COCC1.O. The product is [C:4]12([C:14]3[CH:15]=[C:16]([C:22]4[CH:23]=[CH:24][C:25](/[CH:26]=[CH:27]/[C:28]([OH:30])=[O:29])=[CH:32][CH:33]=4)[CH:17]=[CH:18][C:19]=3[O:20][CH3:21])[CH2:13][CH:8]3[CH2:9][CH:10]([CH2:12][CH:6]([CH2:7]3)[CH2:5]1)[CH2:11]2. The yield is 0.940. (2) The catalyst is CS(O)(=O)=O. The reactants are [F:1][C:2]1[C:8]([OH:9])=[C:7]([F:10])[CH:6]=[CH:5][C:3]=1[OH:4].[Cl:11][CH2:12][C:13](=O)[CH2:14][C:15](OCC)=[O:16].O. The product is [Cl:11][CH2:12][C:13]1[C:5]2[C:3](=[C:2]([F:1])[C:8]([OH:9])=[C:7]([F:10])[CH:6]=2)[O:4][C:15](=[O:16])[CH:14]=1. The yield is 0.250. (3) The reactants are [O:1]=[C:2]1[CH2:7][CH2:6][N:5]([C:8]2[CH:13]=[CH:12][C:11]([N:14]3[CH2:18][C@H:17]([CH2:19][NH:20][C:21](=[O:23])[CH3:22])[O:16][C:15]3=[O:24])=[CH:10][C:9]=2[F:25])[CH2:4][C:3]1([CH3:27])[CH3:26].[C-:28]#[N:29].[K+]. The catalyst is CN(C)C=O. The product is [C:28]([C:2]1([OH:1])[CH2:7][CH2:6][N:5]([C:8]2[CH:13]=[CH:12][C:11]([N:14]3[CH2:18][C@H:17]([CH2:19][NH:20][C:21](=[O:23])[CH3:22])[O:16][C:15]3=[O:24])=[CH:10][C:9]=2[F:25])[CH2:4][C:3]1([CH3:27])[CH3:26])#[N:29]. The yield is 0.780. (4) The reactants are [N:1]1[NH:2][C:3]([C:10]([OH:12])=O)=[C:4]2[CH2:9][O:8][CH2:7][CH2:6][C:5]=12.[NH2:13][C@@H:14]([CH3:30])[CH2:15][N:16]1[CH:20]=[CH:19][C:18]([C:21]2[CH:28]=[CH:27][C:24]([C:25]#[N:26])=[C:23]([Cl:29])[CH:22]=2)=[N:17]1. No catalyst specified. The product is [Cl:29][C:23]1[CH:22]=[C:21]([C:18]2[CH:19]=[CH:20][N:16]([CH2:15][C@@H:14]([NH:13][C:10]([C:3]3[NH:2][N:1]=[C:5]4[CH2:6][CH2:7][O:8][CH2:9][C:4]=34)=[O:12])[CH3:30])[N:17]=2)[CH:28]=[CH:27][C:24]=1[C:25]#[N:26]. The yield is 0.657.